Dataset: Forward reaction prediction with 1.9M reactions from USPTO patents (1976-2016). Task: Predict the product of the given reaction. Given the reactants [NH2:1][C:2]1[CH:7]=[CH:6][C:5]([C:8]2[CH:13]=[CH:12][C:11]([C:14](=[O:30])[CH2:15][CH:16]([CH2:22][CH2:23][C:24]3[CH:29]=[CH:28][CH:27]=[CH:26][CH:25]=3)[C:17]([O:19]CC)=[O:18])=[CH:10][CH:9]=2)=[CH:4][CH:3]=1.[CH3:31][C:32]1[CH:33]=[C:34]([N:39]=[C:40]=[O:41])[CH:35]=[CH:36][C:37]=1[CH3:38].[OH-].[Na+], predict the reaction product. The product is: [CH3:31][C:32]1[CH:33]=[C:34]([NH:39][C:40]([NH:1][C:2]2[CH:7]=[CH:6][C:5]([C:8]3[CH:9]=[CH:10][C:11]([C:14](=[O:30])[CH2:15][CH:16]([CH2:22][CH2:23][C:24]4[CH:25]=[CH:26][CH:27]=[CH:28][CH:29]=4)[C:17]([OH:19])=[O:18])=[CH:12][CH:13]=3)=[CH:4][CH:3]=2)=[O:41])[CH:35]=[CH:36][C:37]=1[CH3:38].